This data is from Full USPTO retrosynthesis dataset with 1.9M reactions from patents (1976-2016). The task is: Predict the reactants needed to synthesize the given product. Given the product [Cl:10][C:11]1[CH:16]=[C:15]([Cl:17])[C:14]([O:18][CH3:19])=[CH:13][C:12]=1[NH:20][C:21]1[C:26]([C:27]#[N:28])=[CH:25][N:24]=[C:23]2[CH:29]=[C:30]([C:32]3[CH:37]=[CH:36][C:35]([CH2:38][N:7]4[CH2:8][CH2:9][N:4]([CH2:3][CH2:2][OH:1])[CH2:5][CH2:6]4)=[CH:34][CH:33]=3)[S:31][C:22]=12, predict the reactants needed to synthesize it. The reactants are: [OH:1][CH2:2][CH2:3][N:4]1[CH2:9][CH2:8][NH:7][CH2:6][CH2:5]1.[Cl:10][C:11]1[CH:16]=[C:15]([Cl:17])[C:14]([O:18][CH3:19])=[CH:13][C:12]=1[NH:20][C:21]1[C:26]([C:27]#[N:28])=[CH:25][N:24]=[C:23]2[CH:29]=[C:30]([C:32]3[CH:37]=[CH:36][C:35]([CH:38]=O)=[CH:34][CH:33]=3)[S:31][C:22]=12.C(O[BH-](OC(=O)C)OC(=O)C)(=O)C.[Na+].